This data is from Forward reaction prediction with 1.9M reactions from USPTO patents (1976-2016). The task is: Predict the product of the given reaction. (1) The product is: [C:14]([C:18]1[N:36]=[C:21]2[C:22]([C:34]#[N:35])=[C:23]([CH3:33])[C:24]([C:27]3[CH:28]=[CH:29][CH:30]=[CH:31][CH:32]=3)=[C:25]([N:1]3[CH2:6][CH2:5][NH:4][CH2:3][CH2:2]3)[N:20]2[N:19]=1)([CH3:17])([CH3:15])[CH3:16]. Given the reactants [NH:1]1[CH2:6][CH2:5][NH:4][CH2:3][CH2:2]1.C(N(CC)CC)C.[C:14]([C:18]1[N:36]=[C:21]2[C:22]([C:34]#[N:35])=[C:23]([CH3:33])[C:24]([C:27]3[CH:32]=[CH:31][CH:30]=[CH:29][CH:28]=3)=[C:25](Cl)[N:20]2[N:19]=1)([CH3:17])([CH3:16])[CH3:15], predict the reaction product. (2) Given the reactants F[C:2]1[CH:7]=[CH:6][CH:5]=[C:4]([F:8])[N:3]=1.[NH:9]1[CH:13]=[CH:12][CH:11]=[N:10]1, predict the reaction product. The product is: [F:8][C:4]1[CH:5]=[CH:6][CH:7]=[C:2]([N:9]2[CH:13]=[CH:12][CH:11]=[N:10]2)[N:3]=1. (3) Given the reactants [Cl:1][C:2]1[CH:3]=[C:4]([C:8]2[O:9][C:10]([CH3:36])=[C:11]([CH2:13][N:14]3[C:22]4[C:17](=[CH:18][C:19]([C:23]([OH:32])([C:28]([F:31])([F:30])[F:29])[C:24]([F:27])([F:26])[F:25])=[CH:20][CH:21]=4)[C:16]([CH:33]=[O:34])=[C:15]3[CH3:35])[N:12]=2)[CH:5]=[CH:6][CH:7]=1.[H-].[H-].[H-].[H-].[Li+].[Al+3].CCOCC.O, predict the reaction product. The product is: [Cl:1][C:2]1[CH:3]=[C:4]([C:8]2[O:9][C:10]([CH3:36])=[C:11]([CH2:13][N:14]3[C:22]4[C:17](=[CH:18][C:19]([C:23]([OH:32])([C:28]([F:29])([F:30])[F:31])[C:24]([F:25])([F:26])[F:27])=[CH:20][CH:21]=4)[C:16]([CH2:33][OH:34])=[C:15]3[CH3:35])[N:12]=2)[CH:5]=[CH:6][CH:7]=1. (4) Given the reactants [CH3:1][C:2]1[CH:7]=[CH:6][C:5]([C:8]2[O:12][N:11]=[CH:10][C:9]=2[C:13]([OH:15])=O)=[CH:4][CH:3]=1.C(O)(=O)C(O)=O.[F:22][C:23]1[CH:28]=[CH:27][C:26]([CH:29]2[CH2:33][CH2:32][NH:31][CH2:30]2)=[CH:25][CH:24]=1, predict the reaction product. The product is: [F:22][C:23]1[CH:24]=[CH:25][C:26]([CH:29]2[CH2:33][CH2:32][N:31]([C:13]([C:9]3[CH:10]=[N:11][O:12][C:8]=3[C:5]3[CH:4]=[CH:3][C:2]([CH3:1])=[CH:7][CH:6]=3)=[O:15])[CH2:30]2)=[CH:27][CH:28]=1. (5) The product is: [CH2:20]([C:2]1[C:10]2[N:9]3[CH2:11][CH2:12][NH:13][C:14](=[O:15])[C:8]3=[C:7]([CH3:16])[C:6]=2[CH:5]=[C:4]([F:17])[CH:3]=1)[CH:19]=[CH2:18]. Given the reactants Br[C:2]1[C:10]2[N:9]3[CH2:11][CH2:12][NH:13][C:14](=[O:15])[C:8]3=[C:7]([CH3:16])[C:6]=2[CH:5]=[C:4]([F:17])[CH:3]=1.[CH2:18](B(O)O)[CH:19]=[CH2:20], predict the reaction product. (6) Given the reactants [OH-].[Na+].C[O:4][C:5]([C:7]1[N:8]=[CH:9][N:10]([C:12]([C:25]2[CH:30]=[CH:29][CH:28]=[CH:27][CH:26]=2)([C:19]2[CH:24]=[CH:23][CH:22]=[CH:21][CH:20]=2)[C:13]2[CH:18]=[CH:17][CH:16]=[CH:15][CH:14]=2)[CH:11]=1)=[O:6].Cl, predict the reaction product. The product is: [C:12]([N:10]1[CH:11]=[C:7]([C:5]([OH:6])=[O:4])[N:8]=[CH:9]1)([C:19]1[CH:24]=[CH:23][CH:22]=[CH:21][CH:20]=1)([C:13]1[CH:18]=[CH:17][CH:16]=[CH:15][CH:14]=1)[C:25]1[CH:30]=[CH:29][CH:28]=[CH:27][CH:26]=1. (7) The product is: [CH3:13][C:10]1[N:9]=[C:8]([C:5]2[N:4]=[N:3][C:2]([N:15]3[CH2:20][CH2:19][C:18]4([C:28]5[C:23](=[CH:24][CH:25]=[CH:26][CH:27]=5)[CH2:22][CH2:21]4)[CH2:17][CH2:16]3)=[CH:7][CH:6]=2)[O:12][N:11]=1. Given the reactants Cl[C:2]1[N:3]=[N:4][C:5]([C:8]2[O:12][N:11]=[C:10]([CH3:13])[N:9]=2)=[CH:6][CH:7]=1.Cl.[NH:15]1[CH2:20][CH2:19][C:18]2([C:28]3[C:23](=[CH:24][CH:25]=[CH:26][CH:27]=3)[CH2:22][CH2:21]2)[CH2:17][CH2:16]1.C(=O)([O-])[O-].[K+].[K+], predict the reaction product.